From a dataset of Full USPTO retrosynthesis dataset with 1.9M reactions from patents (1976-2016). Predict the reactants needed to synthesize the given product. (1) Given the product [CH3:1][O:2][C:3](=[O:35])[C@@H:4]([NH:23][C:24](=[O:34])[C:25]1[C:26]([Cl:33])=[CH:27][C:28]([O:32][CH2:46][CH2:45][CH2:44][NH:43][C:41]([O:40][C:36]([CH3:37])([CH3:39])[CH3:38])=[O:42])=[CH:29][C:30]=1[Cl:31])[CH2:5][C:6]1[CH:7]=[CH:8][C:9]([NH:12][C:13](=[O:22])[C:14]2[C:19]([Cl:20])=[CH:18][CH:17]=[CH:16][C:15]=2[Cl:21])=[CH:10][CH:11]=1, predict the reactants needed to synthesize it. The reactants are: [CH3:1][O:2][C:3](=[O:35])[C@@H:4]([NH:23][C:24](=[O:34])[C:25]1[C:30]([Cl:31])=[CH:29][C:28]([OH:32])=[CH:27][C:26]=1[Cl:33])[CH2:5][C:6]1[CH:11]=[CH:10][C:9]([NH:12][C:13](=[O:22])[C:14]2[C:19]([Cl:20])=[CH:18][CH:17]=[CH:16][C:15]=2[Cl:21])=[CH:8][CH:7]=1.[C:36]([O:40][C:41]([NH:43][CH2:44][CH2:45][CH2:46]Br)=[O:42])([CH3:39])([CH3:38])[CH3:37].C(=O)([O-])[O-].[K+].[K+].CN(C=O)C. (2) Given the product [CH3:14][O:13][C:3]1[C:2]([C:17]2[CH:16]=[N:15][CH:20]=[CH:19][CH:18]=2)=[CH:10][CH:9]=[C:8]2[C:4]=1[CH2:5][C:6](=[O:12])[N:7]2[CH3:11], predict the reactants needed to synthesize it. The reactants are: Br[C:2]1[C:3]([O:13][CH3:14])=[C:4]2[C:8](=[CH:9][CH:10]=1)[N:7]([CH3:11])[C:6](=[O:12])[CH2:5]2.[N:15]1[CH:20]=[CH:19][CH:18]=[C:17](B(O)O)[CH:16]=1.COCCOC.C(=O)([O-])[O-].[Na+].[Na+]. (3) Given the product [N:5]1[C:4]2[C:8]3[CH:14]=[CH:13][CH:12]=[CH:11][C:9]=3[O:10][C:3]=2[C:2]([NH:17][CH2:18][CH2:19][NH:20][C:21]2[CH:26]=[CH:25][N:24]=[C:23]([NH2:27])[N:22]=2)=[N:7][CH:6]=1, predict the reactants needed to synthesize it. The reactants are: Cl[C:2]1[C:3]2[O:10][C:9]3[CH:11]=[CH:12][CH:13]=[CH:14][C:8]=3[C:4]=2[N:5]=[CH:6][N:7]=1.Cl.Cl.[NH2:17][CH2:18][CH2:19][NH:20][C:21]1[CH:26]=[CH:25][N:24]=[C:23]([NH2:27])[N:22]=1. (4) Given the product [Cl:16][C:11]1[C:10]2[N:17]=[C:7]([C:3]3[C:2]([NH2:1])=[N:6][O:5][N:4]=3)[N:8]([CH2:18][CH3:19])[C:9]=2[CH:14]=[C:13]([O:15][CH2:20][C:21]2[CH:26]=[CH:25][CH:24]=[CH:23][CH:22]=2)[N:12]=1, predict the reactants needed to synthesize it. The reactants are: [NH2:1][C:2]1[C:3]([C:7]2[N:8]([CH2:18][CH3:19])[C:9]3[C:10]([N:17]=2)=[C:11]([Cl:16])[NH:12][C:13](=[O:15])[CH:14]=3)=[N:4][O:5][N:6]=1.[CH2:20](Br)[C:21]1[CH:26]=[CH:25][CH:24]=[CH:23][CH:22]=1. (5) Given the product [Cl:14][C:4]1[CH:5]=[C:6]([N:8]2[CH2:13][CH2:12][O:11][CH2:10][CH2:9]2)[N:7]=[C:2]([NH:25][C@H:23]([C:20]2[N:21]=[CH:22][C:17]([F:16])=[CH:18][N:19]=2)[CH3:24])[N:3]=1, predict the reactants needed to synthesize it. The reactants are: Cl[C:2]1[N:7]=[C:6]([N:8]2[CH2:13][CH2:12][O:11][CH2:10][CH2:9]2)[CH:5]=[C:4]([Cl:14])[N:3]=1.Cl.[F:16][C:17]1[CH:18]=[N:19][C:20]([C@@H:23]([NH2:25])[CH3:24])=[N:21][CH:22]=1. (6) Given the product [NH2:8][C:9]1([CH2:14][NH:15][C:16]2[C:25]3[C:20](=[CH:21][CH:22]=[C:23]([CH3:26])[CH:24]=3)[N:19]=[C:18]([N:27]3[CH2:33][C:32]4[CH:34]=[CH:35][C:36]([CH3:48])=[CH:37][C:31]=4[S:30](=[O:38])(=[O:39])[CH2:29][CH2:28]3)[CH:17]=2)[CH2:10][O:11][CH2:13]1, predict the reactants needed to synthesize it. The reactants are: C([N:8](CC1C=CC=CC=1)[C:9]1([CH2:14][NH:15][C:16]2[C:25]3[C:20](=[CH:21][CH:22]=[C:23]([CH3:26])[CH:24]=3)[N:19]=[C:18]([N:27]3[CH2:33][C:32]4[CH:34]=[CH:35][CH:36]=[CH:37][C:31]=4[S:30](=[O:39])(=[O:38])[CH2:29][CH2:28]3)[CH:17]=2)[CH2:13]C[O:11][CH2:10]1)C1C=CC=CC=1.N[CH2:48]C1(N(CC2C=CC=CC=2)CC2C=CC=CC=2)COC1. (7) Given the product [C:6]([CH:7]=[C:22]1[CH2:27][O:26][CH:25]([C:28]([O:30][C:31]([CH3:34])([CH3:33])[CH3:32])=[O:29])[CH2:24][CH2:23]1)#[N:3], predict the reactants needed to synthesize it. The reactants are: C([N:3]([CH2:6][CH3:7])CC)C.[Br-].[Li+].C(CP(=O)(OCC)OCC)#N.O=[C:22]1[CH2:27][O:26][CH:25]([C:28]([O:30][C:31]([CH3:34])([CH3:33])[CH3:32])=[O:29])[CH2:24][CH2:23]1. (8) Given the product [NH2:27][C:26]1[O:16][C:15]([C:14]2[N:13]=[C:12]3[N:19]([CH3:22])[CH:20]=[N:21][C:11]3=[C:10]([F:23])[C:9]=2[NH:8][C:5]2[CH:6]=[CH:7][C:2]([Br:1])=[CH:3][C:4]=2[F:24])=[N:17][N:18]=1, predict the reactants needed to synthesize it. The reactants are: [Br:1][C:2]1[CH:7]=[CH:6][C:5]([NH:8][C:9]2[C:10]([F:23])=[C:11]3[N:21]=[CH:20][N:19]([CH3:22])[C:12]3=[N:13][C:14]=2[C:15]([NH:17][NH2:18])=[O:16])=[C:4]([F:24])[CH:3]=1.Br[C:26]#[N:27].C([O-])(O)=O.[Na+]. (9) Given the product [NH:14]1[C:22]2[C:17](=[CH:18][CH:19]=[C:20]([CH2:23][NH:24][C:7](=[O:9])[C:6]3[CH:10]=[CH:11][C:3]([C:2]([F:1])([F:13])[F:12])=[N:4][CH:5]=3)[CH:21]=2)[CH:16]=[CH:15]1, predict the reactants needed to synthesize it. The reactants are: [F:1][C:2]([F:13])([F:12])[C:3]1[CH:11]=[CH:10][C:6]([C:7]([OH:9])=O)=[CH:5][N:4]=1.[NH:14]1[C:22]2[C:17](=[CH:18][CH:19]=[C:20]([CH2:23][NH2:24])[CH:21]=2)[CH:16]=[CH:15]1.